Task: Binary Classification. Given a drug SMILES string, predict its activity (active/inactive) in a high-throughput screening assay against a specified biological target.. Dataset: Tyrosyl-DNA phosphodiesterase HTS with 341,365 compounds (1) The molecule is S1(=O)(=O)CC(N(Cc2oc(cc2)C)C(=O)COc2cc(ccc2)C)CC1. The result is 0 (inactive). (2) The compound is O=C1N(C(=O)C2C1C1CC2C=C1)C(C)C(OCC(=O)c1ccc([N+]([O-])=O)cc1)=O. The result is 0 (inactive). (3) The result is 1 (active). The compound is O=Cc1c(cccc1)C=O. (4) The molecule is O(C1C(OC2OC(C(O)C(O)C2N)CO)C(N)CC(N)C1O)C1OC(C(OC2OC(C(O)C(O)C2N)CN)C1O)CO. The result is 0 (inactive). (5) The result is 0 (inactive). The drug is Clc1ccc(NC(=O)COC(=O)CNC(=O)c2ccccc2)nc1. (6) The drug is S1C2(N(C(C1)C(OCc1c3c(oc(=O)c1)cc(cc3)CC)=O)C(=O)CC2)C. The result is 0 (inactive).